This data is from TCR-epitope binding with 47,182 pairs between 192 epitopes and 23,139 TCRs. The task is: Binary Classification. Given a T-cell receptor sequence (or CDR3 region) and an epitope sequence, predict whether binding occurs between them. (1) The epitope is TTLPVNVAF. The TCR CDR3 sequence is CASSVGWGSETQYF. Result: 0 (the TCR does not bind to the epitope). (2) Result: 0 (the TCR does not bind to the epitope). The TCR CDR3 sequence is CASSSGTGVTDTQYF. The epitope is KRWIIMGLNK. (3) The epitope is GTSGSPIIDK. The TCR CDR3 sequence is CASTSGAPDEQFF. Result: 0 (the TCR does not bind to the epitope). (4) The epitope is ALSKGVHFV. The TCR CDR3 sequence is CASSLAASMGETQYF. Result: 1 (the TCR binds to the epitope). (5) The epitope is LEPLVDLPI. The TCR CDR3 sequence is CASSLVDGDNSYEQYF. Result: 1 (the TCR binds to the epitope).